Dataset: NCI-60 drug combinations with 297,098 pairs across 59 cell lines. Task: Regression. Given two drug SMILES strings and cell line genomic features, predict the synergy score measuring deviation from expected non-interaction effect. (1) Drug 1: CC1=CC2C(CCC3(C2CCC3(C(=O)C)OC(=O)C)C)C4(C1=CC(=O)CC4)C. Drug 2: C1CCC(C(C1)N)N.C(=O)(C(=O)[O-])[O-].[Pt+4]. Cell line: IGROV1. Synergy scores: CSS=15.4, Synergy_ZIP=-2.69, Synergy_Bliss=0.947, Synergy_Loewe=-53.9, Synergy_HSA=-0.466. (2) Drug 1: CCCCCOC(=O)NC1=NC(=O)N(C=C1F)C2C(C(C(O2)C)O)O. Drug 2: CC(C)CN1C=NC2=C1C3=CC=CC=C3N=C2N. Cell line: TK-10. Synergy scores: CSS=-1.32, Synergy_ZIP=0.408, Synergy_Bliss=-2.66, Synergy_Loewe=-3.82, Synergy_HSA=-4.68. (3) Drug 2: CC12CCC3C(C1CCC2O)C(CC4=C3C=CC(=C4)O)CCCCCCCCCS(=O)CCCC(C(F)(F)F)(F)F. Drug 1: CCC1(CC2CC(C3=C(CCN(C2)C1)C4=CC=CC=C4N3)(C5=C(C=C6C(=C5)C78CCN9C7C(C=CC9)(C(C(C8N6C)(C(=O)OC)O)OC(=O)C)CC)OC)C(=O)OC)O.OS(=O)(=O)O. Synergy scores: CSS=4.47, Synergy_ZIP=1.59, Synergy_Bliss=6.40, Synergy_Loewe=1.25, Synergy_HSA=3.80. Cell line: CAKI-1. (4) Drug 1: CCN(CC)CCCC(C)NC1=C2C=C(C=CC2=NC3=C1C=CC(=C3)Cl)OC. Drug 2: C1C(C(OC1N2C=NC3=C2NC=NCC3O)CO)O. Cell line: MDA-MB-231. Synergy scores: CSS=30.2, Synergy_ZIP=-5.83, Synergy_Bliss=-1.69, Synergy_Loewe=-3.10, Synergy_HSA=-0.946. (5) Drug 1: CC1CCC2CC(C(=CC=CC=CC(CC(C(=O)C(C(C(=CC(C(=O)CC(OC(=O)C3CCCCN3C(=O)C(=O)C1(O2)O)C(C)CC4CCC(C(C4)OC)OCCO)C)C)O)OC)C)C)C)OC. Drug 2: CC1CCCC2(C(O2)CC(NC(=O)CC(C(C(=O)C(C1O)C)(C)C)O)C(=CC3=CSC(=N3)C)C)C. Cell line: PC-3. Synergy scores: CSS=43.9, Synergy_ZIP=3.03, Synergy_Bliss=3.20, Synergy_Loewe=2.52, Synergy_HSA=5.70. (6) Drug 1: CN(C)N=NC1=C(NC=N1)C(=O)N. Drug 2: CC(C1=C(C=CC(=C1Cl)F)Cl)OC2=C(N=CC(=C2)C3=CN(N=C3)C4CCNCC4)N. Cell line: TK-10. Synergy scores: CSS=2.90, Synergy_ZIP=1.44, Synergy_Bliss=3.27, Synergy_Loewe=0.462, Synergy_HSA=1.66. (7) Drug 1: C1=C(C(=O)NC(=O)N1)F. Drug 2: C1C(C(OC1N2C=NC3=C(N=C(N=C32)Cl)N)CO)O. Cell line: A549. Synergy scores: CSS=46.1, Synergy_ZIP=3.36, Synergy_Bliss=-1.11, Synergy_Loewe=-2.58, Synergy_HSA=-2.23. (8) Drug 1: C1CC(C1)(C(=O)O)C(=O)O.[NH2-].[NH2-].[Pt+2]. Drug 2: CC1C(C(CC(O1)OC2CC(OC(C2O)C)OC3=CC4=CC5=C(C(=O)C(C(C5)C(C(=O)C(C(C)O)O)OC)OC6CC(C(C(O6)C)O)OC7CC(C(C(O7)C)O)OC8CC(C(C(O8)C)O)(C)O)C(=C4C(=C3C)O)O)O)O. Cell line: SNB-75. Synergy scores: CSS=39.8, Synergy_ZIP=-0.526, Synergy_Bliss=-1.32, Synergy_Loewe=-43.6, Synergy_HSA=-2.06. (9) Drug 1: CS(=O)(=O)CCNCC1=CC=C(O1)C2=CC3=C(C=C2)N=CN=C3NC4=CC(=C(C=C4)OCC5=CC(=CC=C5)F)Cl. Drug 2: CCN(CC)CCCC(C)NC1=C2C=C(C=CC2=NC3=C1C=CC(=C3)Cl)OC. Cell line: HL-60(TB). Synergy scores: CSS=19.6, Synergy_ZIP=-2.04, Synergy_Bliss=2.73, Synergy_Loewe=5.17, Synergy_HSA=4.86.